From a dataset of Reaction yield outcomes from USPTO patents with 853,638 reactions. Predict the reaction yield, written as a fraction of the theoretical maximum amount of product (1.0 means a 100% yield; for example, 0.34 means a 34% yield). (1) The reactants are [CH3:1][C:2]([O:5][C:6](=[O:27])[C@H:7]([CH2:17][C:18]1[C:26]2[C:21](=[CH:22][CH:23]=[CH:24][CH:25]=2)[NH:20][CH:19]=1)[NH:8][CH2:9][C:10]([O:12][C:13]([CH3:16])([CH3:15])[CH3:14])=[O:11])([CH3:4])[CH3:3].[O-]S(C(F)(F)F)(=O)=O.[Yb+3].[O-]S(C(F)(F)F)(=O)=O.[O-:45]S(C(F)(F)F)(=O)=O.[CH3:53][C:54]#N. The catalyst is O.C1OC1. The product is [CH3:4][C:2]([O:5][C:6](=[O:27])[C@H:7]([CH2:17][C:18]1[C:26]2[C:21](=[CH:22][CH:23]=[CH:24][CH:25]=2)[NH:20][CH:19]=1)[N:8]([CH2:9][C:10]([O:12][C:13]([CH3:14])([CH3:15])[CH3:16])=[O:11])[CH2:53][CH2:54][OH:45])([CH3:1])[CH3:3]. The yield is 0.770. (2) The reactants are [OH:1][C:2]1[N:6]([CH3:7])[N:5]=[C:4]([C:8]([F:11])([F:10])[F:9])[CH:3]=1.P(Cl)(Cl)(Cl)=O.O.CN([CH:21]=[O:22])C. No catalyst specified. The product is [OH:1][C:2]1[N:6]([CH3:7])[N:5]=[C:4]([C:8]([F:11])([F:10])[F:9])[C:3]=1[CH:21]=[O:22]. The yield is 0.232.